From a dataset of NCI-60 drug combinations with 297,098 pairs across 59 cell lines. Regression. Given two drug SMILES strings and cell line genomic features, predict the synergy score measuring deviation from expected non-interaction effect. (1) Drug 1: CC1CCCC2(C(O2)CC(NC(=O)CC(C(C(=O)C(C1O)C)(C)C)O)C(=CC3=CSC(=N3)C)C)C. Drug 2: CC1C(C(CC(O1)OC2CC(CC3=C2C(=C4C(=C3O)C(=O)C5=CC=CC=C5C4=O)O)(C(=O)C)O)N)O. Cell line: U251. Synergy scores: CSS=39.0, Synergy_ZIP=-2.32, Synergy_Bliss=-4.84, Synergy_Loewe=-1.68, Synergy_HSA=-2.11. (2) Drug 1: CCC1(CC2CC(C3=C(CCN(C2)C1)C4=CC=CC=C4N3)(C5=C(C=C6C(=C5)C78CCN9C7C(C=CC9)(C(C(C8N6C)(C(=O)OC)O)OC(=O)C)CC)OC)C(=O)OC)O.OS(=O)(=O)O. Drug 2: C1C(C(OC1N2C=NC3=C2NC=NCC3O)CO)O. Cell line: K-562. Synergy scores: CSS=-10.3, Synergy_ZIP=10.4, Synergy_Bliss=6.67, Synergy_Loewe=-7.08, Synergy_HSA=-7.88. (3) Drug 1: C1=CC(=C2C(=C1NCCNCCO)C(=O)C3=C(C=CC(=C3C2=O)O)O)NCCNCCO. Drug 2: C1CN(CCN1C(=O)CCBr)C(=O)CCBr. Cell line: TK-10. Synergy scores: CSS=30.2, Synergy_ZIP=1.03, Synergy_Bliss=0.655, Synergy_Loewe=-13.5, Synergy_HSA=-3.02. (4) Drug 1: C(=O)(N)NO. Drug 2: CC(C)NC(=O)C1=CC=C(C=C1)CNNC.Cl. Cell line: A498. Synergy scores: CSS=3.71, Synergy_ZIP=-2.09, Synergy_Bliss=-1.86, Synergy_Loewe=-1.54, Synergy_HSA=-1.32. (5) Drug 1: CC1C(C(CC(O1)OC2CC(OC(C2O)C)OC3=CC4=CC5=C(C(=O)C(C(C5)C(C(=O)C(C(C)O)O)OC)OC6CC(C(C(O6)C)O)OC7CC(C(C(O7)C)O)OC8CC(C(C(O8)C)O)(C)O)C(=C4C(=C3C)O)O)O)O. Drug 2: CC1=C(N=C(N=C1N)C(CC(=O)N)NCC(C(=O)N)N)C(=O)NC(C(C2=CN=CN2)OC3C(C(C(C(O3)CO)O)O)OC4C(C(C(C(O4)CO)O)OC(=O)N)O)C(=O)NC(C)C(C(C)C(=O)NC(C(C)O)C(=O)NCCC5=NC(=CS5)C6=NC(=CS6)C(=O)NCCC[S+](C)C)O. Cell line: MCF7. Synergy scores: CSS=44.0, Synergy_ZIP=0.843, Synergy_Bliss=4.20, Synergy_Loewe=-13.1, Synergy_HSA=2.03.